From a dataset of NCI-60 drug combinations with 297,098 pairs across 59 cell lines. Regression. Given two drug SMILES strings and cell line genomic features, predict the synergy score measuring deviation from expected non-interaction effect. Drug 1: CC1OCC2C(O1)C(C(C(O2)OC3C4COC(=O)C4C(C5=CC6=C(C=C35)OCO6)C7=CC(=C(C(=C7)OC)O)OC)O)O. Drug 2: C1CC(=O)NC(=O)C1N2C(=O)C3=CC=CC=C3C2=O. Cell line: SR. Synergy scores: CSS=49.7, Synergy_ZIP=-0.870, Synergy_Bliss=-2.48, Synergy_Loewe=-27.2, Synergy_HSA=-1.91.